Predict the reaction yield, written as a fraction of the theoretical maximum amount of product (1.0 means a 100% yield; for example, 0.34 means a 34% yield). From a dataset of Reaction yield outcomes from USPTO patents with 853,638 reactions. (1) The reactants are CS(O[C@@H:6]([C:24]1[CH:29]=[CH:28][C:27]([N+:30]([O-:32])=[O:31])=[CH:26][CH:25]=1)[CH2:7][CH2:8][C@@H:9](OS(C)(=O)=O)[C:10]1[CH:15]=[CH:14][C:13]([N+:16]([O-:18])=[O:17])=[CH:12][CH:11]=1)(=O)=O.[C:33]([C:37]1[CH:43]=[CH:42][C:40]([NH2:41])=[CH:39][CH:38]=1)([CH3:36])([CH3:35])[CH3:34]. The catalyst is CC1CCCO1.Cl. The product is [C:33]([C:37]1[CH:38]=[CH:39][C:40]([N:41]2[C@H:9]([C:10]3[CH:15]=[CH:14][C:13]([N+:16]([O-:18])=[O:17])=[CH:12][CH:11]=3)[CH2:8][CH2:7][C@H:6]2[C:24]2[CH:29]=[CH:28][C:27]([N+:30]([O-:32])=[O:31])=[CH:26][CH:25]=2)=[CH:42][CH:43]=1)([CH3:36])([CH3:34])[CH3:35]. The yield is 0.510. (2) The reactants are Cl[C:2]1[N:7]([C:8]2[CH:13]=[CH:12][C:11]([I:14])=[CH:10][C:9]=2[F:15])[C:6](=[O:16])[N:5]([CH3:17])[C:4](=[O:18])[CH:3]=1.CN.FC1C=C(I)C=C[C:23]=1[N:29]1C(=O)C=C(NC)N(C)C1=O. The catalyst is CO. The product is [F:15][C:9]1[CH:10]=[C:11]([I:14])[CH:12]=[CH:13][C:8]=1[N:7]1[C:2]([NH:29][CH3:23])=[CH:3][C:4](=[O:18])[N:5]([CH3:17])[C:6]1=[O:16]. The yield is 0.799. (3) The reactants are [Br:1][C:2]1[C:3]([F:12])=[C:4]([CH:7]=[CH:8][C:9]=1[O:10][CH3:11])[CH:5]=[O:6].CO.[BH4-].[Na+]. The catalyst is ClCCl. The product is [Br:1][C:2]1[C:3]([F:12])=[C:4]([CH2:5][OH:6])[CH:7]=[CH:8][C:9]=1[O:10][CH3:11]. The yield is 0.570.